From a dataset of Forward reaction prediction with 1.9M reactions from USPTO patents (1976-2016). Predict the product of the given reaction. (1) Given the reactants [OH:1][C:2]1[CH:11]=[CH:10][C:5]2[C:6](=[O:9])[CH2:7][O:8][C:4]=2[CH:3]=1.[NH:12]1[C:20]2[C:15](=[CH:16][CH:17]=[CH:18][CH:19]=2)[C:14]([CH:21]=O)=[CH:13]1.Cl, predict the reaction product. The product is: [NH:12]1[C:20]2[C:15](=[CH:16][CH:17]=[CH:18][CH:19]=2)[C:14](/[CH:21]=[C:7]2\[O:8][C:4]3[CH:3]=[C:2]([OH:1])[CH:11]=[CH:10][C:5]=3[C:6]\2=[O:9])=[CH:13]1. (2) Given the reactants [Cl:1][CH2:2][C:3]1[N:4]=[C:5]2[S:12][CH:11]=[C:10]([C:13](OC)=[O:14])[N:6]2[C:7](=[O:9])[CH:8]=1.[BH4-].[Na+], predict the reaction product. The product is: [Cl:1][CH2:2][C:3]1[N:4]=[C:5]2[S:12][CH:11]=[C:10]([CH2:13][OH:14])[N:6]2[C:7](=[O:9])[CH:8]=1. (3) Given the reactants [Cl:1][C:2]1[CH:7]=[CH:6][C:5]([F:8])=[CH:4][N:3]=1.[OH:9]O, predict the reaction product. The product is: [Cl:1][C:2]1[CH:7]=[CH:6][C:5]([F:8])=[CH:4][N+:3]=1[O-:9].